From a dataset of Full USPTO retrosynthesis dataset with 1.9M reactions from patents (1976-2016). Predict the reactants needed to synthesize the given product. Given the product [Br:1][C:2]1[CH:8]=[CH:7][CH:6]=[CH:5][C:3]=1[NH:4][CH2:12][CH:9]1[CH2:11][CH2:10]1, predict the reactants needed to synthesize it. The reactants are: [Br:1][C:2]1[CH:8]=[CH:7][CH:6]=[CH:5][C:3]=1[NH2:4].[CH:9]1([CH:12]=O)[CH2:11][CH2:10]1.C(O)(=O)C.C(O[BH-](OC(=O)C)OC(=O)C)(=O)C.[Na+].